Dataset: Forward reaction prediction with 1.9M reactions from USPTO patents (1976-2016). Task: Predict the product of the given reaction. (1) Given the reactants C([Li])CCC.[CH3:6][C:7]#[N:8].[CH:9]1([C:15](OC)=[O:16])[CH2:14][CH2:13][CH2:12][CH2:11][CH2:10]1, predict the reaction product. The product is: [CH:9]1([C:15](=[O:16])[CH2:6][C:7]#[N:8])[CH2:14][CH2:13][CH2:12][CH2:11][CH2:10]1. (2) The product is: [O:31]=[C:25]([C:2]1[C:3]2[C:24]3[C:19]4[C:18](=[CH:17][CH:16]=[C:15]5[C:20]=4[C:21]4[C:12](=[CH:11][CH:10]=[C:9]6[C:22]=4[C:23]=3[C:6](=[CH:5][CH:4]=2)[CH:7]=[CH:8]6)[CH:13]=[CH:14]5)[CH:1]=1)[CH2:26][CH2:27][C:28]([OH:30])=[O:29]. Given the reactants [CH:1]1[C:18]2[C:19]3[C:24]4[C:3](=[CH:4][CH:5]=[C:6]5[C:23]=4[C:22]4[C:9](=[CH:10][CH:11]=[C:12]6[C:21]=4[C:20]=3[C:15](=[CH:16][CH:17]=2)[CH:14]=[CH:13]6)[CH:8]=[CH:7]5)[CH:2]=1.[C:25]1(=[O:31])[O:30][C:28](=[O:29])[CH2:27][CH2:26]1.[Cl-].[Al+3].[Cl-].[Cl-], predict the reaction product.